This data is from Full USPTO retrosynthesis dataset with 1.9M reactions from patents (1976-2016). The task is: Predict the reactants needed to synthesize the given product. Given the product [Cl:13][C:9]1[CH:8]=[C:7]([P:16](=[O:21])([O:19][CH3:20])[O:17][CH3:18])[CH:12]=[CH:11][CH:10]=1, predict the reactants needed to synthesize it. The reactants are: FC(F)(F)S(O[C:7]1[CH:12]=[CH:11][CH:10]=[C:9]([Cl:13])[CH:8]=1)(=O)=O.[P:16]([O-:21])([O:19][CH3:20])[O:17][CH3:18].C(N(CC)CC)C.